This data is from Forward reaction prediction with 1.9M reactions from USPTO patents (1976-2016). The task is: Predict the product of the given reaction. (1) The product is: [CH3:12][C:13]1[CH:14]=[CH:15][C:16]([C:19]2([CH3:8])[CH2:20][O:21]2)=[CH:17][N:18]=1. Given the reactants CS(C)=O.[H-].[Na+].[I-].[CH3:8][S+](C)C.[CH3:12][C:13]1[N:18]=[CH:17][C:16]([C:19](=[O:21])[CH3:20])=[CH:15][CH:14]=1, predict the reaction product. (2) Given the reactants Cl[C:2]1[C:11]([CH2:12][OH:13])=[CH:10][C:9]2[C:4](=[C:5]([CH3:14])[CH:6]=[CH:7][CH:8]=2)[N:3]=1.C([O-])([O-])=O.[K+].[K+].[C:21]1(B(O)O)[CH:26]=[CH:25][CH:24]=[CH:23][CH:22]=1, predict the reaction product. The product is: [CH3:14][C:5]1[CH:6]=[CH:7][CH:8]=[C:9]2[C:4]=1[N:3]=[C:2]([C:21]1[CH:26]=[CH:25][CH:24]=[CH:23][CH:22]=1)[C:11]([CH2:12][OH:13])=[CH:10]2. (3) Given the reactants [N+:1]([C:4]1[CH:5]=[N:6][CH:7]=[CH:8][C:9]=1[OH:10])([O-:3])=[O:2].[CH:11]1[CH:16]=CC(P(C2C=CC=CC=2)C2C=CC=CC=2)=C[CH:12]=1.CC(O)C.CC(OC(/N=N/C(OC(C)C)=O)=O)C, predict the reaction product. The product is: [CH:11]([O:10][C:9]1[CH:8]=[CH:7][N:6]=[CH:5][C:4]=1[N+:1]([O-:3])=[O:2])([CH3:16])[CH3:12]. (4) The product is: [OH:16][C:5]1[CH:6]=[C:7]([CH2:10][C:11]([O:13][CH2:14][CH3:15])=[O:12])[CH:8]=[CH:9][C:4]=1[CH:1]([CH3:3])[CH3:2]. Given the reactants [CH:1]([C:4]1[CH:9]=[CH:8][C:7]([CH2:10][C:11]([O:13][CH2:14][CH3:15])=[O:12])=[CH:6][C:5]=1[O:16]C)([CH3:3])[CH3:2].B(Br)(Br)Br, predict the reaction product.